This data is from Reaction yield outcomes from USPTO patents with 853,638 reactions. The task is: Predict the reaction yield, written as a fraction of the theoretical maximum amount of product (1.0 means a 100% yield; for example, 0.34 means a 34% yield). The reactants are [Cl:1][C:2]1[CH:7]=[C:6]([O:8][CH3:9])[CH:5]=[C:4](C)[C:3]=1[N+:11]([O-])=O.S(S([O-])=O)([O-])=O.[Na+].[Na+].O.[CH3:23]CO. The catalyst is C1COCC1. The product is [Cl:1][C:2]1[CH:7]=[C:6]([O:8][CH3:9])[C:5]([CH3:23])=[CH:4][C:3]=1[NH2:11]. The yield is 0.350.